This data is from Reaction yield outcomes from USPTO patents with 853,638 reactions. The task is: Predict the reaction yield, written as a fraction of the theoretical maximum amount of product (1.0 means a 100% yield; for example, 0.34 means a 34% yield). (1) The reactants are [F:1][CH:2]([F:37])[C:3]1[N:7]([C:8]2[N:13]=[C:12]([N:14]3[CH2:19][CH2:18][O:17][CH2:16][CH2:15]3)[N:11]=[C:10]([N:20]3[CH2:25][CH2:24][N:23]([S:26]([CH:29]=[CH2:30])(=[O:28])=[O:27])[CH2:22][CH2:21]3)[N:9]=2)[C:6]2[CH:31]=[CH:32][CH:33]=[C:34]([O:35][CH3:36])[C:5]=2[N:4]=1.[CH3:38][N:39]1[CH2:44][CH2:43][NH:42][CH2:41][CH2:40]1.O1CCOCC1. The catalyst is C1COCC1. The product is [F:37][CH:2]([F:1])[C:3]1[N:7]([C:8]2[N:9]=[C:10]([N:20]3[CH2:21][CH2:22][N:23]([S:26]([CH2:29][CH2:30][N:42]4[CH2:43][CH2:44][N:39]([CH3:38])[CH2:40][CH2:41]4)(=[O:28])=[O:27])[CH2:24][CH2:25]3)[N:11]=[C:12]([N:14]3[CH2:15][CH2:16][O:17][CH2:18][CH2:19]3)[N:13]=2)[C:6]2[CH:31]=[CH:32][CH:33]=[C:34]([O:35][CH3:36])[C:5]=2[N:4]=1. The yield is 0.650. (2) The reactants are [C:1]([O:5][C:6]([N:8]1[C:16]2[C:11](=[CH:12][CH:13]=[C:14]([O:17][Si:18]([C:21]([CH3:24])([CH3:23])[CH3:22])([CH3:20])[CH3:19])[CH:15]=2)[CH:10]=[CH:9]1)=[O:7])([CH3:4])([CH3:3])[CH3:2].C([Li])(C)(C)C.C[O:31][B:32](OC)[O:33]C.[Cl-].[NH4+].OS([O-])(=O)=O.[K+].OS(O)(=O)=O. The catalyst is O1CCCC1.CCCCC.CCOCC. The product is [C:1]([O:5][C:6]([N:8]1[C:16]2[C:11](=[CH:12][CH:13]=[C:14]([O:17][Si:18]([C:21]([CH3:24])([CH3:23])[CH3:22])([CH3:19])[CH3:20])[CH:15]=2)[CH:10]=[C:9]1[B:32]([OH:33])[OH:31])=[O:7])([CH3:4])([CH3:3])[CH3:2]. The yield is 0.560.